This data is from Reaction yield outcomes from USPTO patents with 853,638 reactions. The task is: Predict the reaction yield, written as a fraction of the theoretical maximum amount of product (1.0 means a 100% yield; for example, 0.34 means a 34% yield). (1) The catalyst is ClCCl. The product is [I:1][C:2]1[CH:3]=[CH:4][C:5]([NH:8][C:16](=[O:21])[C:17]([CH3:20])([CH3:19])[CH3:18])=[N:6][CH:7]=1. The reactants are [I:1][C:2]1[CH:3]=[CH:4][C:5]([NH2:8])=[N:6][CH:7]=1.CCN(CC)CC.[C:16](Cl)(=[O:21])[C:17]([CH3:20])([CH3:19])[CH3:18].C([O-])(O)=O.[Na+]. The yield is 0.998. (2) The reactants are Cl[C:2]1[CH:7]=[C:6]([Cl:8])[N:5]=[C:4]([N:9]2[C:13]3[CH:14]=[CH:15][CH:16]=[C:17]([O:18][CH3:19])[C:12]=3[N:11]=[C:10]2[CH:20]([F:22])[F:21])[N:3]=1.[NH:23]1[CH2:28][CH2:27][O:26][CH2:25][CH2:24]1. The catalyst is C1COCC1. The product is [Cl:8][C:6]1[CH:7]=[C:2]([N:23]2[CH2:28][CH2:27][O:26][CH2:25][CH2:24]2)[N:3]=[C:4]([N:9]2[C:13]3[CH:14]=[CH:15][CH:16]=[C:17]([O:18][CH3:19])[C:12]=3[N:11]=[C:10]2[CH:20]([F:22])[F:21])[N:5]=1. The yield is 0.890. (3) The reactants are [Cl:1][C:2]1[CH:7]=[CH:6][C:5]([C@@:8]2(OC)[C@H:13]([OH:14])[C@@H:12]([OH:15])[C@H:11]([OH:16])[C:10]([CH2:19][OH:20])([CH2:17][OH:18])[O:9]2)=[CH:4][C:3]=1[CH2:23][C:24]1[CH:29]=[CH:28][C:27]([OH:30])=[CH:26][CH:25]=1.CC1CCCO1.C1(C)C(S(O)(=O)=O)=CC=CC=1. The catalyst is ClCCl. The product is [Cl:1][C:2]1[CH:7]=[CH:6][C:5]([C@@:8]23[O:9][C@@:10]([CH2:19][OH:20])([CH2:17][O:18]2)[C@@H:11]([OH:16])[C@H:12]([OH:15])[C@H:13]3[OH:14])=[CH:4][C:3]=1[CH2:23][C:24]1[CH:25]=[CH:26][C:27]([OH:30])=[CH:28][CH:29]=1. The yield is 0.697. (4) The reactants are C([O:3][CH2:4][CH2:5][O:6][NH:7][C:8]([C:10]1[CH:15]=[CH:14][C:13](=[O:16])[N:12]([CH3:17])[C:11]=1[NH:18][C:19]1[CH:24]=[CH:23][C:22]([CH3:25])=[CH:21][C:20]=1[F:26])=[O:9])=C.COC(C1C=CC(=O)N(C)C=1NC1C=CC(C)=CC=1F)=O.C(OCCON)=C.C[Si]([N-][Si](C)(C)C)(C)C.[Li+]. The catalyst is C1COCC1. The product is [OH:3][CH2:4][CH2:5][O:6][NH:7][C:8]([C:10]1[CH:15]=[CH:14][C:13](=[O:16])[N:12]([CH3:17])[C:11]=1[NH:18][C:19]1[CH:24]=[CH:23][C:22]([CH3:25])=[CH:21][C:20]=1[F:26])=[O:9]. The yield is 0.770. (5) No catalyst specified. The product is [F:36][C:17]1([F:16])[CH2:19][CH:18]1[CH2:20][N:21]1[CH2:25][CH2:24][N:23]([C:26]2[S:27][C:28]([C:32]([NH:15][CH2:14][C:10]3[O:9][CH:13]=[CH:12][N:11]=3)=[O:33])=[C:29]([CH3:31])[N:30]=2)[C:22]1=[O:35]. The yield is 0.690. The reactants are NCC1C=NC=CC=1.[O:9]1[CH:13]=[CH:12][N:11]=[C:10]1[CH2:14][NH2:15].[F:16][C:17]1([F:36])[CH2:19][CH:18]1[CH2:20][N:21]1[CH2:25][CH2:24][N:23]([C:26]2[S:27][C:28]([C:32](O)=[O:33])=[C:29]([CH3:31])[N:30]=2)[C:22]1=[O:35]. (6) The reactants are C([Zn][CH2:4][CH3:5])C.FC(F)(F)C(O)=O.ICI.[CH:16]([C:18]1[CH:19]=[C:20]([CH:25]=[CH:26][CH:27]=1)[C:21]([O:23][CH3:24])=[O:22])=C. The product is [CH:27]1([C:26]2[CH:25]=[C:20]([CH:19]=[CH:4][CH:5]=2)[C:21]([O:23][CH3:24])=[O:22])[CH2:18][CH2:16]1. The yield is 0.940. The catalyst is C(Cl)Cl. (7) The catalyst is C(#N)C. The product is [CH3:1][C:2]1[CH:7]=[C:6]([CH:8]2[CH2:12][CH2:11][O:10][CH2:9]2)[CH:5]=[C:4]([CH3:13])[C:3]=1[O:14][CH2:16][C:17]([O:19][CH3:20])=[O:18]. The reactants are [CH3:1][C:2]1[CH:7]=[C:6]([CH:8]2[CH2:12][CH2:11][O:10][CH2:9]2)[CH:5]=[C:4]([CH3:13])[C:3]=1[OH:14].Br[CH2:16][C:17]([O:19][CH3:20])=[O:18].C(=O)([O-])[O-].[Cs+].[Cs+]. The yield is 0.790. (8) The reactants are [C:1]([CH:3]1[CH2:7][CH2:6][CH2:5][CH2:4]1)#[CH:2].C(N(CC)CC)C.Br[C:16]1[CH:37]=[CH:36][C:19]([C:20]([NH:22][S:23]([C:26]2[CH:31]=[CH:30][CH:29]=[CH:28][C:27]=2[S:32](=[O:35])(=[O:34])[NH2:33])(=[O:25])=[O:24])=[O:21])=[CH:18][C:17]=1[O:38][CH:39]([CH3:41])[CH3:40]. The catalyst is CN(C)C=O.C1C=CC([P]([Pd]([P](C2C=CC=CC=2)(C2C=CC=CC=2)C2C=CC=CC=2)([P](C2C=CC=CC=2)(C2C=CC=CC=2)C2C=CC=CC=2)[P](C2C=CC=CC=2)(C2C=CC=CC=2)C2C=CC=CC=2)(C2C=CC=CC=2)C2C=CC=CC=2)=CC=1.[Cu]I. The product is [CH:3]1([C:1]#[C:2][C:16]2[CH:37]=[CH:36][C:19]([C:20]([NH:22][S:23]([C:26]3[CH:31]=[CH:30][CH:29]=[CH:28][C:27]=3[S:32](=[O:34])(=[O:35])[NH2:33])(=[O:24])=[O:25])=[O:21])=[CH:18][C:17]=2[O:38][CH:39]([CH3:41])[CH3:40])[CH2:7][CH2:6][CH2:5][CH2:4]1. The yield is 0.110. (9) The reactants are [C:1]([C:3]1[CH:4]=[C:5]([NH:9][S:10]([C:13]2[CH:14]=[CH:15][C:16]([O:25][CH3:26])=[C:17]3[C:22]=2[O:21][CH2:20][C@H:19]([NH:23][CH3:24])[CH2:18]3)(=[O:12])=[O:11])[CH:6]=[CH:7][CH:8]=1)#[N:2].C=O.[C:29]([BH3-])#N.[Na+].Cl. The catalyst is CO.C(O)(=O)C. The product is [C:1]([C:3]1[CH:4]=[C:5]([NH:9][S:10]([C:13]2[CH:14]=[CH:15][C:16]([O:25][CH3:26])=[C:17]3[C:22]=2[O:21][CH2:20][C@H:19]([N:23]([CH3:29])[CH3:24])[CH2:18]3)(=[O:12])=[O:11])[CH:6]=[CH:7][CH:8]=1)#[N:2]. The yield is 0.700.